This data is from Reaction yield outcomes from USPTO patents with 853,638 reactions. The task is: Predict the reaction yield, written as a fraction of the theoretical maximum amount of product (1.0 means a 100% yield; for example, 0.34 means a 34% yield). (1) The reactants are [C:1](Cl)(=[O:5])[C:2](Cl)=[O:3].[CH2:7]([O:14][C:15]1[C:23]([F:24])=[CH:22][CH:21]=[C:20]2[C:16]=1[CH:17]=[CH:18][NH:19]2)[C:8]1[CH:13]=[CH:12][CH:11]=[CH:10][CH:9]=1.[CH3:25][NH:26][CH3:27]. The catalyst is CCOCC.CCOC(C)=O. The product is [CH2:7]([O:14][C:15]1[C:23]([F:24])=[CH:22][CH:21]=[C:20]2[C:16]=1[C:17]([C:1](=[O:5])[C:2]([N:26]([CH3:27])[CH3:25])=[O:3])=[CH:18][NH:19]2)[C:8]1[CH:9]=[CH:10][CH:11]=[CH:12][CH:13]=1. The yield is 0.870. (2) The catalyst is C(#N)C. The yield is 0.720. The product is [OH:8][C:4]1[CH:3]=[C:2]([F:1])[CH:7]=[CH:6][C:5]=1[CH:19]=[O:20]. The reactants are [F:1][C:2]1[CH:3]=[C:4]([OH:8])[CH:5]=[CH:6][CH:7]=1.[Cl-].[Mg+2].[Cl-].C(N(CC)CC)C.[CH2:19]=[O:20].Cl. (3) The yield is 0.400. The catalyst is N1C=CC=CC=1. The product is [Cl:1][C:2]1[CH:19]=[CH:18][C:5]([CH2:6][S:7][C:8]2[O:9][C:10]3[CH:16]=[CH:15][C:14]([NH:17][C:20](=[O:22])[CH3:21])=[CH:13][C:11]=3[N:12]=2)=[CH:4][CH:3]=1. The reactants are [Cl:1][C:2]1[CH:19]=[CH:18][C:5]([CH2:6][S:7][C:8]2[O:9][C:10]3[CH:16]=[CH:15][C:14]([NH2:17])=[CH:13][C:11]=3[N:12]=2)=[CH:4][CH:3]=1.[C:20](Cl)(=[O:22])[CH3:21].O. (4) The reactants are [NH2:1][C:2]1[CH:23]=[CH:22][C:5]([O:6][C:7]2[CH:12]=[CH:11][N:10]=[C:9]([N:13](CC3C=CC=CC=3)[CH3:14])[CH:8]=2)=[C:4]([F:24])[CH:3]=1. The catalyst is CO.[Pd]. The product is [NH2:1][C:2]1[CH:23]=[CH:22][C:5]([O:6][C:7]2[CH:12]=[CH:11][N:10]=[C:9]([NH:13][CH3:14])[CH:8]=2)=[C:4]([F:24])[CH:3]=1. The yield is 0.780. (5) The reactants are [CH2:1]([O:3][C:4]([C:6]1[C:7](=[O:27])[N:8]([CH2:18][C:19]2[CH:24]=[CH:23][C:22]([O:25][CH3:26])=[CH:21][CH:20]=2)[C:9]2[C:14]([C:15]=1O)=[CH:13][C:12]([Cl:17])=[CH:11][N:10]=2)=[O:5])[CH3:2].C(N(CC)CC)C.O=P(Cl)(Cl)[Cl:37]. No catalyst specified. The product is [CH2:1]([O:3][C:4]([C:6]1[C:7](=[O:27])[N:8]([CH2:18][C:19]2[CH:24]=[CH:23][C:22]([O:25][CH3:26])=[CH:21][CH:20]=2)[C:9]2[C:14]([C:15]=1[Cl:37])=[CH:13][C:12]([Cl:17])=[CH:11][N:10]=2)=[O:5])[CH3:2]. The yield is 0.850. (6) The reactants are [CH3:1]C[O-].[Na+].[O:5]1[CH:9]=[CH:8][CH:7]=[C:6]1C=O.[C:12]([O:21]CC)(=[O:20])[CH2:13][CH2:14][C:15]([O:17][CH2:18][CH3:19])=[O:16]. The catalyst is C(O)C. The product is [CH2:18]([O:17][C:15]([C:14](=[CH:1][C:8]1[CH:7]=[CH:6][O:5][CH:9]=1)[CH2:13][C:12]([OH:21])=[O:20])=[O:16])[CH3:19]. The yield is 0.490. (7) The reactants are C[CH2:2][N:3]=[C:4]=NCCCN(C)C.C1C=CC2N(O)N=NC=2C=1.CNC.[CH:25]1([N:28]([CH3:47])[C:29]2[C:34]3[C:35]4[CH2:36][CH2:37][CH2:38][CH2:39][CH2:40][C:41]=4[S:42][C:33]=3[N:32]=[C:31]([CH2:43][C:44]([OH:46])=O)[N:30]=2)[CH2:27][CH2:26]1. The catalyst is C1COCC1. The product is [CH:25]1([N:28]([CH3:47])[C:29]2[C:34]3[C:35]4[CH2:36][CH2:37][CH2:38][CH2:39][CH2:40][C:41]=4[S:42][C:33]=3[N:32]=[C:31]([CH2:43][C:44]([N:3]([CH3:4])[CH3:2])=[O:46])[N:30]=2)[CH2:27][CH2:26]1. The yield is 0.580.